Dataset: Full USPTO retrosynthesis dataset with 1.9M reactions from patents (1976-2016). Task: Predict the reactants needed to synthesize the given product. Given the product [CH2:30]([N:37]1[C:41]2[NH:42][C:43]([C:44]([CH3:47])([CH3:46])[CH3:45])=[N:51][C:49](=[O:50])[C:40]=2[N:39]=[N:38]1)[C:31]1[CH:36]=[CH:35][CH:34]=[CH:33][CH:32]=1, predict the reactants needed to synthesize it. The reactants are: NC1N(CC2C=CC=CC=2)N=NC=1C(N)=O.N1C=CC=CC=1.C(Cl)(=O)C(C)(C)C.[CH2:30]([N:37]1[C:41]([NH:42][C:43](=O)[C:44]([CH3:47])([CH3:46])[CH3:45])=[C:40]([C:49]([NH2:51])=[O:50])[N:39]=[N:38]1)[C:31]1[CH:36]=[CH:35][CH:34]=[CH:33][CH:32]=1.